Dataset: Full USPTO retrosynthesis dataset with 1.9M reactions from patents (1976-2016). Task: Predict the reactants needed to synthesize the given product. Given the product [CH3:1][O:2][C:3]([C:5]1[CH:10]=[N:9][C:8]([CH:11]=[O:17])=[CH:7][N:6]=1)=[O:4], predict the reactants needed to synthesize it. The reactants are: [CH3:1][O:2][C:3]([C:5]1[CH:10]=[N:9][C:8]([CH:11]=CN(C)C)=[CH:7][N:6]=1)=[O:4].I([O-])(=O)(=O)=[O:17].[Na+].